From a dataset of Forward reaction prediction with 1.9M reactions from USPTO patents (1976-2016). Predict the product of the given reaction. (1) Given the reactants C(OC(=O)[N:7]([CH2:25][CH:26]1[CH2:28][CH2:27]1)[C:8]1[C:9]([CH3:24])=[N:10][N:11]2[C:15]([C:16]3[CH:21]=[CH:20][C:19]([Cl:22])=[CH:18][C:17]=3[Cl:23])=[CH:14][O:13][C:12]=12)(C)(C)C.FC(F)(F)C(O)=O.[O:37]1[CH2:42][CH2:41][CH:40]([CH:43]=O)[CH2:39][CH2:38]1.C(O[BH-](OC(=O)C)OC(=O)C)(=O)C.[Na+].C(=O)([O-])O.[Na+], predict the reaction product. The product is: [CH:26]1([CH2:25][N:7]([CH2:43][CH:40]2[CH2:41][CH2:42][O:37][CH2:38][CH2:39]2)[C:8]2[C:9]([CH3:24])=[N:10][N:11]3[C:15]([C:16]4[CH:21]=[CH:20][C:19]([Cl:22])=[CH:18][C:17]=4[Cl:23])=[CH:14][O:13][C:12]=23)[CH2:28][CH2:27]1. (2) Given the reactants [Cl:1][C:2]1[N:7]=[C:6]([Cl:8])[C:5]([CH:9](O)[CH:10]([CH3:12])[CH3:11])=[CH:4][N:3]=1.C(N(CC)C(C)C)(C)C.P(Br)(Br)([Br:25])=O, predict the reaction product. The product is: [Br:25][CH:9]([C:5]1[C:6]([Cl:8])=[N:7][C:2]([Cl:1])=[N:3][CH:4]=1)[CH:10]([CH3:12])[CH3:11]. (3) Given the reactants [CH2:1]([N:3]1[C:11]2[C:6](=[CH:7][CH:8]=[C:9]([O:12][CH3:13])[CH:10]=2)[C:5]([C:14]#[N:15])=[C:4]1[C:16]1[CH:21]=[CH:20][C:19]([OH:22])=[CH:18][CH:17]=1)[CH3:2].C([O-])([O-])=O.[K+].[K+].[CH3:29][O:30][CH2:31][CH2:32]Br, predict the reaction product. The product is: [CH2:1]([N:3]1[C:11]2[C:6](=[CH:7][CH:8]=[C:9]([O:12][CH3:13])[CH:10]=2)[C:5]([C:14]#[N:15])=[C:4]1[C:16]1[CH:17]=[CH:18][C:19]([O:22][CH2:32][CH2:31][O:30][CH3:29])=[CH:20][CH:21]=1)[CH3:2]. (4) Given the reactants C([O:3][C:4](=[O:40])[C:5]([O:8][C:9]1[CH:14]=[CH:13][C:12]([CH:15]([NH:17][C:18]([C:20]2[C:21]([CH:36]3[CH2:38][CH2:37]3)=[N:22][C:23]([C:26]3[CH:31]=[CH:30][C:29]([C:32]([F:35])([F:34])[F:33])=[CH:28][CH:27]=3)=[N:24][CH:25]=2)=[O:19])[CH3:16])=[CH:11][C:10]=1[CH3:39])([CH3:7])[CH3:6])C.[Li+].[OH-], predict the reaction product. The product is: [CH:36]1([C:21]2[C:20]([C:18]([NH:17][CH:15]([C:12]3[CH:13]=[CH:14][C:9]([O:8][C:5]([CH3:6])([CH3:7])[C:4]([OH:40])=[O:3])=[C:10]([CH3:39])[CH:11]=3)[CH3:16])=[O:19])=[CH:25][N:24]=[C:23]([C:26]3[CH:31]=[CH:30][C:29]([C:32]([F:34])([F:35])[F:33])=[CH:28][CH:27]=3)[N:22]=2)[CH2:37][CH2:38]1. (5) Given the reactants [H-].[Na+].[OH:3][CH2:4][C:5]([CH3:11])([CH3:10])[C:6]([O:8][CH3:9])=[O:7].Br[CH2:13][CH2:14][O:15][CH3:16], predict the reaction product. The product is: [CH3:16][O:15][CH2:14][CH2:13][O:3][CH2:4][C:5]([CH3:11])([CH3:10])[C:6]([O:8][CH3:9])=[O:7]. (6) Given the reactants [OH:1][C:2]1[C:11]2[C:10]([CH3:13])([CH3:12])[CH2:9][CH2:8][C:7]([CH3:15])([CH3:14])[C:6]=2[CH:5]=[C:4]([CH:16]=[O:17])[CH:3]=1.[CH3:18][Mg]Br.[Cl-].[NH4+].CS(C)=O.C(Cl)(=O)C(Cl)=O.C(N(CC)CC)C, predict the reaction product. The product is: [OH:1][C:2]1[C:11]2[C:10]([CH3:12])([CH3:13])[CH2:9][CH2:8][C:7]([CH3:15])([CH3:14])[C:6]=2[CH:5]=[C:4]([C:16](=[O:17])[CH3:18])[CH:3]=1. (7) Given the reactants C[O:2][C:3](=[O:26])[CH2:4][C:5]1[C:9]2[C:10]([CH3:25])=[CH:11][C:12]([O:15][CH2:16][C:17]3[C:18]([CH3:24])=[N:19][C:20]([CH3:23])=[CH:21][CH:22]=3)=[C:13]([CH3:14])[C:8]=2[O:7][CH:6]=1.CO.[OH-].[Na+].Cl, predict the reaction product. The product is: [CH3:24][C:18]1[C:17]([CH2:16][O:15][C:12]2[CH:11]=[C:10]([CH3:25])[C:9]3[C:5]([CH2:4][C:3]([OH:26])=[O:2])=[CH:6][O:7][C:8]=3[C:13]=2[CH3:14])=[CH:22][CH:21]=[C:20]([CH3:23])[N:19]=1.